This data is from Catalyst prediction with 721,799 reactions and 888 catalyst types from USPTO. The task is: Predict which catalyst facilitates the given reaction. (1) Reactant: [O:1]1[CH2:3][C@@H:2]1[CH2:4][C:5]([O:7][CH2:8]C)=[O:6].[CH:10]1[C:19]2[C:14](=[CH:15][CH:16]=[CH:17][CH:18]=2)[CH:13]=[CH:12][C:11]=1[SH:20].C(=O)([O-])[O-].[Na+].[Na+]. Product: [OH:1][C@H:2]([CH2:3][S:20][C:11]1[CH:12]=[CH:13][C:14]2[C:19](=[CH:18][CH:17]=[CH:16][CH:15]=2)[CH:10]=1)[CH2:4][C:5]([O:7][CH3:8])=[O:6]. The catalyst class is: 125. (2) Reactant: [CH3:1][C:2]1[C:10]([CH3:11])=[C:9]2[C:5]([CH2:6][CH2:7][C:8]2=O)=[CH:4][CH:3]=1.[BH3-]C#[N:15].[Na+]. Product: [CH3:1][C:2]1[C:10]([CH3:11])=[C:9]2[C:5]([CH2:6][CH2:7][CH:8]2[NH2:15])=[CH:4][CH:3]=1. The catalyst class is: 32.